From a dataset of Reaction yield outcomes from USPTO patents with 853,638 reactions. Predict the reaction yield, written as a fraction of the theoretical maximum amount of product (1.0 means a 100% yield; for example, 0.34 means a 34% yield). (1) The reactants are [NH:1]1[C:9]2[C:4](=[CH:5][CH:6]=[CH:7][CH:8]=2)[CH:3]=[C:2]1[C:10]([CH3:17])([CH3:16])[C:11]([O:13][CH2:14][CH3:15])=[O:12].[N+:18]([O-])([O-:20])=[O:19].[Na+]. The catalyst is S(=O)(=O)(O)O. The product is [CH3:17][C:10]([C:2]1[NH:1][C:9]2[C:4]([CH:3]=1)=[CH:5][C:6]([N+:18]([O-:20])=[O:19])=[CH:7][CH:8]=2)([CH3:16])[C:11]([O:13][CH2:14][CH3:15])=[O:12]. The yield is 0.570. (2) The reactants are [F:1][CH:2]([F:19])[C:3]1[CH:7]=[C:6]([NH:8][C:9](=[O:17])OC2C=CC=CC=2)[N:5]([CH3:18])[N:4]=1.[Cl-].[C:21]([C:23]1([C:29]([O:31][CH3:32])=[O:30])[CH2:28][CH2:27][NH2+:26][CH2:25][CH2:24]1)#[N:22].C(N(CC)CC)C.O. The catalyst is ClCCl. The product is [C:21]([C:23]1([C:29]([O:31][CH3:32])=[O:30])[CH2:28][CH2:27][N:26]([C:9](=[O:17])[NH:8][C:6]2[N:5]([CH3:18])[N:4]=[C:3]([CH:2]([F:1])[F:19])[CH:7]=2)[CH2:25][CH2:24]1)#[N:22]. The yield is 0.740. (3) The reactants are [Cl:1][C:2]1[N:10]=[C:9]2[C:5]([N:6]=[C:7]([C:17]([OH:20])([CH3:19])[CH3:18])[N:8]2[CH:11]([CH3:16])[C:12](OC)=[O:13])=[C:4]([N:21]2[CH2:26][CH2:25][O:24][CH2:23][CH2:22]2)[N:3]=1.[AlH4-].[Li+].[NH4+].[Cl-].[C@H](O)(C([O-])=O)[C@@H](O)C([O-])=O.[Na+].[K+]. The catalyst is C1COCC1.C(Cl)Cl. The product is [Cl:1][C:2]1[N:10]=[C:9]2[C:5]([N:6]=[C:7]([C:17]([OH:20])([CH3:19])[CH3:18])[N:8]2[CH:11]([CH3:16])[CH:12]=[O:13])=[C:4]([N:21]2[CH2:26][CH2:25][O:24][CH2:23][CH2:22]2)[N:3]=1. The yield is 0.620. (4) The reactants are C1C=C(Cl)C=C(C(OO)=[O:9])C=1.[F:12][C:13]1[CH:14]=[C:15]([C:20]2[N:24]([CH3:25])[C:23]([S:26][CH3:27])=[N:22][N:21]=2)[CH:16]=[C:17]([F:19])[CH:18]=1.[OH-:28].[Na+]. The catalyst is C(Cl)Cl. The product is [F:12][C:13]1[CH:14]=[C:15]([C:20]2[N:24]([CH3:25])[C:23]([S:26]([CH3:27])(=[O:9])=[O:28])=[N:22][N:21]=2)[CH:16]=[C:17]([F:19])[CH:18]=1. The yield is 0.980. (5) The reactants are [OH:1][CH:2]1[CH2:7][CH2:6][NH:5][CH2:4][CH2:3]1.Cl[CH2:9][CH2:10][CH2:11][C:12]([C:14]1[CH:19]=[CH:18][CH:17]=[CH:16][CH:15]=1)=[O:13].[Na+].[I-].C([O-])([O-])=O.[K+].[K+]. The catalyst is C1(C)C=CC=CC=1. The product is [OH:1][CH:2]1[CH2:7][CH2:6][N:5]([CH2:9][CH2:10][CH2:11][C:12]([C:14]2[CH:19]=[CH:18][CH:17]=[CH:16][CH:15]=2)=[O:13])[CH2:4][CH2:3]1. The yield is 0.0300.